Dataset: Reaction yield outcomes from USPTO patents with 853,638 reactions. Task: Predict the reaction yield, written as a fraction of the theoretical maximum amount of product (1.0 means a 100% yield; for example, 0.34 means a 34% yield). The reactants are [NH:1]1[CH2:5][CH2:4][C@@H:3]([NH:6][C:7](=[O:13])[O:8][C:9]([CH3:12])([CH3:11])[CH3:10])[CH2:2]1.N1C=CC=CC=1.[Cl:20][C:21](Cl)([O:23]C(=O)OC(Cl)(Cl)Cl)Cl. The catalyst is C(Cl)Cl. The product is [Cl:20][C:21]([N:1]1[CH2:5][CH2:4][C@@H:3]([NH:6][C:7](=[O:13])[O:8][C:9]([CH3:10])([CH3:12])[CH3:11])[CH2:2]1)=[O:23]. The yield is 0.980.